From a dataset of NCI-60 drug combinations with 297,098 pairs across 59 cell lines. Regression. Given two drug SMILES strings and cell line genomic features, predict the synergy score measuring deviation from expected non-interaction effect. Drug 1: CC1CCC2CC(C(=CC=CC=CC(CC(C(=O)C(C(C(=CC(C(=O)CC(OC(=O)C3CCCCN3C(=O)C(=O)C1(O2)O)C(C)CC4CCC(C(C4)OC)OCCO)C)C)O)OC)C)C)C)OC. Drug 2: CC(C)(C#N)C1=CC(=CC(=C1)CN2C=NC=N2)C(C)(C)C#N. Cell line: UO-31. Synergy scores: CSS=9.46, Synergy_ZIP=1.73, Synergy_Bliss=7.30, Synergy_Loewe=1.65, Synergy_HSA=1.65.